Dataset: Peptide-MHC class II binding affinity with 134,281 pairs from IEDB. Task: Regression. Given a peptide amino acid sequence and an MHC pseudo amino acid sequence, predict their binding affinity value. This is MHC class II binding data. (1) The peptide sequence is YRSLQPEEFAVVDLS. The MHC is HLA-DPA10301-DPB10402 with pseudo-sequence HLA-DPA10301-DPB10402. The binding affinity (normalized) is 0.264. (2) The peptide sequence is KIYHKCDNACIGSIR. The MHC is DRB1_0802 with pseudo-sequence DRB1_0802. The binding affinity (normalized) is 0.193.